The task is: Predict the product of the given reaction.. This data is from Forward reaction prediction with 1.9M reactions from USPTO patents (1976-2016). (1) Given the reactants [N:1]1([C:6]2[CH:40]=[CH:39][C:9]([CH2:10][C:11]3[C:12]([O:37]C)=[N:13][C:14]4[C:19]([C:20]=3[Cl:21])=[CH:18][C:17]([C:22]([C:30]3[CH:35]=[CH:34][C:33]([Cl:36])=[CH:32][CH:31]=3)([C:24]3[N:28]([CH3:29])[CH:27]=[N:26][CH:25]=3)[OH:23])=[CH:16][CH:15]=4)=[CH:8][CH:7]=2)[CH:5]=[CH:4][CH:3]=[N:2]1.Cl.[OH-].[Na+], predict the reaction product. The product is: [N:1]1([C:6]2[CH:7]=[CH:8][C:9]([CH2:10][C:11]3[C:12]([OH:37])=[N:13][C:14]4[C:19]([C:20]=3[Cl:21])=[CH:18][C:17]([C:22]([C:30]3[CH:35]=[CH:34][C:33]([Cl:36])=[CH:32][CH:31]=3)([OH:23])[C:24]3[N:28]([CH3:29])[CH:27]=[N:26][CH:25]=3)=[CH:16][CH:15]=4)=[CH:39][CH:40]=2)[CH:5]=[CH:4][CH:3]=[N:2]1. (2) The product is: [CH:1]1[N:5]=[CH:4][N:3]([CH2:6][C:7]([P:9]([O-:12])([OH:11])=[O:10])([P:13]([O-:15])([OH:16])=[O:14])[OH:8])[CH:2]=1.[OH2:17].[OH2:8].[OH2:8].[OH2:8].[Na+:18].[Na+:18]. Given the reactants [CH:1]1[N:5]=[CH:4][N:3]([CH2:6][C:7]([P:13]([OH:16])([OH:15])=[O:14])([P:9]([OH:12])([OH:11])=[O:10])[OH:8])[CH:2]=1.[OH-:17].[Na+:18].O, predict the reaction product. (3) Given the reactants Cl.Cl.[CH2:3]([C:10]1[CH:11]=[N:12][C:13]([N:16]2[C@H:21]3[CH2:22][CH2:23][C@@H:17]2[CH2:18][NH:19][CH2:20]3)=[N:14][CH:15]=1)[C:4]1[CH:9]=[CH:8][CH:7]=[CH:6][CH:5]=1.Cl[C:25]1[C:34]2[C:29](=[CH:30][C:31]([O:37][CH3:38])=[C:32]([O:35][CH3:36])[CH:33]=2)[N:28]=[CH:27][N:26]=1.C(N(CC)CC)C, predict the reaction product. The product is: [CH2:3]([C:10]1[CH:11]=[N:12][C:13]([N:16]2[C@H:21]3[CH2:22][CH2:23][C@@H:17]2[CH2:18][N:19]([C:25]2[C:34]4[C:29](=[CH:30][C:31]([O:37][CH3:38])=[C:32]([O:35][CH3:36])[CH:33]=4)[N:28]=[CH:27][N:26]=2)[CH2:20]3)=[N:14][CH:15]=1)[C:4]1[CH:5]=[CH:6][CH:7]=[CH:8][CH:9]=1. (4) The product is: [CH3:13][C:8]1[C:7]([Sn:18]([CH2:19][CH2:20][CH2:21][CH3:22])([CH2:23][CH2:24][CH2:25][CH3:26])[CH2:14][CH2:15][CH2:16][CH3:17])=[C:11]([CH3:12])[O:10][N:9]=1. Given the reactants [Li]CCCC.I[C:7]1[C:8]([CH3:13])=[N:9][O:10][C:11]=1[CH3:12].[CH2:14]([Sn:18](Cl)([CH2:23][CH2:24][CH2:25][CH3:26])[CH2:19][CH2:20][CH2:21][CH3:22])[CH2:15][CH2:16][CH3:17], predict the reaction product. (5) Given the reactants [SH:1][C:2]1[NH:3][C:4]2[CH:10]=[CH:9][CH:8]=[CH:7][C:5]=2[N:6]=1.[NH2:11][C:12]1[CH:19]=[CH:18][CH:17]=[CH:16][C:13]=1[CH2:14]O.S(=O)(=O)(O)O.O.C1(N)C=CC=CC=1.C1(N)C=CC=CC=1, predict the reaction product. The product is: [NH:3]1[C:4]2[CH:10]=[CH:9][CH:8]=[CH:7][C:5]=2[N:6]=[C:2]1[S:1][CH2:14][C:13]1[CH:16]=[CH:17][CH:18]=[CH:19][C:12]=1[NH2:11]. (6) Given the reactants [F:1][C:2]1[CH:43]=[CH:42][CH:41]=[CH:40][C:3]=1[CH2:4][N:5]1[C:9](=[O:10])[N:8]([CH2:11][C:12]2[CH:17]=[CH:16][C:15]([CH3:18])=[CH:14][CH:13]=2)[N:7]=[C:6]1[CH2:19][O:20]C(C1C=CC=CC=1)(C1C=CC=CC=1)C1C=CC=CC=1.C(O)(C(F)(F)F)=O, predict the reaction product. The product is: [F:1][C:2]1[CH:43]=[CH:42][CH:41]=[CH:40][C:3]=1[CH2:4][N:5]1[C:9](=[O:10])[N:8]([CH2:11][C:12]2[CH:17]=[CH:16][C:15]([CH3:18])=[CH:14][CH:13]=2)[N:7]=[C:6]1[CH2:19][OH:20]. (7) The product is: [Cl:1][C:2]1[CH:7]=[C:6]([C:8]([F:11])([F:9])[F:10])[CH:5]=[CH:4][C:3]=1[N:12]1[CH2:17][CH2:16][O:15][C:14]2[CH:18]=[C:19]([S:22]([O:74][C:65]3[C:64]([F:63])=[C:69]([F:70])[C:68]([F:71])=[C:67]([F:72])[C:66]=3[F:73])(=[O:23])=[O:24])[CH:20]=[CH:21][C:13]1=2. Given the reactants [Cl:1][C:2]1[CH:7]=[C:6]([C:8]([F:11])([F:10])[F:9])[CH:5]=[CH:4][C:3]=1[N:12]1[CH2:17][CH2:16][O:15][C:14]2[CH:18]=[C:19]([S:22](Cl)(=[O:24])=[O:23])[CH:20]=[CH:21][C:13]1=2.BrC1C=C(C(F)(F)F)C=CC=1N1CCOC2C=C(S(Cl)(=O)=O)C=CC1=2.ClC1C=C(C(F)(F)F)C=CC=1F.[F:63][C:64]1[C:69]([F:70])=[C:68]([F:71])[C:67]([F:72])=[C:66]([F:73])[C:65]=1[OH:74].C(N(CC)CC)C, predict the reaction product.